From a dataset of Full USPTO retrosynthesis dataset with 1.9M reactions from patents (1976-2016). Predict the reactants needed to synthesize the given product. (1) Given the product [CH2:21]([O:12][CH:10]1[CH2:11][N:8]([CH:7]([C:1]2[CH:2]=[CH:3][CH:4]=[CH:5][CH:6]=2)[C:13]2[CH:14]=[CH:15][CH:16]=[CH:17][CH:18]=2)[CH2:9]1)[C:22]1[CH:27]=[CH:26][CH:25]=[CH:24][CH:23]=1, predict the reactants needed to synthesize it. The reactants are: [C:1]1([CH:7]([C:13]2[CH:18]=[CH:17][CH:16]=[CH:15][CH:14]=2)[N:8]2[CH2:11][CH:10]([OH:12])[CH2:9]2)[CH:6]=[CH:5][CH:4]=[CH:3][CH:2]=1.[H-].[Na+].[CH2:21](Br)[C:22]1[CH:27]=[CH:26][CH:25]=[CH:24][CH:23]=1. (2) Given the product [ClH:24].[NH2:13][C:10]1[CH:11]=[CH:12][C:7]([C:4]2[NH:3][C:2](=[O:1])[O:6][N:5]=2)=[CH:8][C:9]=1[O:17][C:18]([F:19])([F:21])[F:20], predict the reactants needed to synthesize it. The reactants are: [O:1]=[C:2]1[O:6][N:5]=[C:4]([C:7]2[CH:12]=[CH:11][C:10]([NH:13]C(=O)C)=[C:9]([O:17][C:18]([F:21])([F:20])[F:19])[CH:8]=2)[NH:3]1.CO.[ClH:24].